Dataset: Forward reaction prediction with 1.9M reactions from USPTO patents (1976-2016). Task: Predict the product of the given reaction. (1) Given the reactants Cl.Cl.[OH:3][C@H:4]1[C@@H:9]([CH3:10])[CH2:8][CH2:7][N:6]([CH2:11][CH2:12][CH2:13][N:14]2[CH2:19][CH2:18][NH:17][CH:16]([CH3:20])[C:15]2=[O:21])[CH2:5]1.[Cl:22][C:23]1[CH:24]=[C:25]([CH:31]=[CH:32][C:33]=1[F:34])[CH:26]=[CH:27][C:28](O)=[O:29].C(N(CC)CC)C.F[P-](F)(F)(F)(F)F.N1(OC(N(C)C)=[N+](C)C)C2N=CC=CC=2N=N1, predict the reaction product. The product is: [Cl:22][C:23]1[CH:24]=[C:25](/[CH:26]=[CH:27]/[C:28]([N:17]2[CH2:18][CH2:19][N:14]([CH2:13][CH2:12][CH2:11][N:6]3[CH2:7][CH2:8][C@H:9]([CH3:10])[C@H:4]([OH:3])[CH2:5]3)[C:15](=[O:21])[CH:16]2[CH3:20])=[O:29])[CH:31]=[CH:32][C:33]=1[F:34]. (2) Given the reactants [CH:1]1([NH:4][C:5](=[O:22])[C:6]2[CH:11]=[CH:10][C:9]([CH3:12])=[C:8](B3OC(C)(C)C(C)(C)O3)[CH:7]=2)[CH2:3][CH2:2]1.Br[C:24]1[CH:25]=[C:26]2[C:31](=[CH:32][CH:33]=1)[C:30]([N:34]1[CH:38]([CH3:39])[CH2:37][CH2:36][C@@H:35]1[C:40]([NH:42][CH:43]([CH3:45])[CH3:44])=[O:41])=[N:29][N:28]=[CH:27]2.C(O)C.C(=O)([O-])[O-].[K+].[K+].O, predict the reaction product. The product is: [CH:1]1([NH:4][C:5]([C:6]2[CH:11]=[CH:10][C:9]([CH3:12])=[C:8]([C:24]3[CH:25]=[C:26]4[C:31](=[CH:32][CH:33]=3)[C:30]([N:34]3[CH:38]([CH3:39])[CH2:37][CH2:36][C@@H:35]3[C:40]([NH:42][CH:43]([CH3:45])[CH3:44])=[O:41])=[N:29][N:28]=[CH:27]4)[CH:7]=2)=[O:22])[CH2:2][CH2:3]1. (3) Given the reactants [K].[C:2]1(=[O:12])[NH:6][C:5](=[O:7])[C:4]2=[CH:8][CH:9]=[CH:10][CH:11]=[C:3]12.CN(C)C=O.[Cl:18][C:19]1[C:20]([C:34]2[CH:39]=[CH:38][C:37]([O:40][CH3:41])=[CH:36][CH:35]=2)=[C:21]2[C:29]3[CH2:30][CH2:31][S:32][CH2:33][C:28]=3[S:27][C:22]2=[N:23][C:24]=1[CH2:25]Cl, predict the reaction product. The product is: [Cl:18][C:19]1[C:20]([C:34]2[CH:39]=[CH:38][C:37]([O:40][CH3:41])=[CH:36][CH:35]=2)=[C:21]2[C:29]3[CH2:30][CH2:31][S:32][CH2:33][C:28]=3[S:27][C:22]2=[N:23][C:24]=1[CH2:25][N:6]1[C:2](=[O:12])[C:3]2[C:4](=[CH:8][CH:9]=[CH:10][CH:11]=2)[C:5]1=[O:7]. (4) The product is: [Cl:24][C:12]1[CH:13]=[C:14]2[C:9](=[CH:10][CH:11]=1)[N:8]=[C:7]([N:25]([CH3:26])[CH3:27])[C:6]([C:4]([OH:5])=[O:3])=[C:15]2[CH2:16][C:17]1[CH:22]=[CH:21][CH:20]=[CH:19][C:18]=1[Cl:23]. Given the reactants C([O:3][C:4]([C:6]1[C:7]([N:25]([CH3:27])[CH3:26])=[N:8][C:9]2[C:14]([C:15]=1[CH2:16][C:17]1[CH:22]=[CH:21][CH:20]=[CH:19][C:18]=1[Cl:23])=[CH:13][C:12]([Cl:24])=[CH:11][CH:10]=2)=[O:5])C.[OH-].[Na+], predict the reaction product.